Predict the reaction yield, written as a fraction of the theoretical maximum amount of product (1.0 means a 100% yield; for example, 0.34 means a 34% yield). From a dataset of Reaction yield outcomes from USPTO patents with 853,638 reactions. (1) The reactants are [Br:1][C:2]1[C:10]2[O:9][CH2:8][C:7]([CH3:12])([CH3:11])[C:6]=2[CH:5]=[C:4]([CH:13]=[O:14])[CH:3]=1.[O-:15][Mn](=O)(=O)=O.[K+]. The catalyst is CC(C)=O.O. The product is [Br:1][C:2]1[C:10]2[O:9][CH2:8][C:7]([CH3:11])([CH3:12])[C:6]=2[CH:5]=[C:4]([C:13]([OH:15])=[O:14])[CH:3]=1. The yield is 0.640. (2) The reactants are [CH3:1][O:2][C:3]1[CH:4]=[C:5]([SH:9])[CH:6]=[CH:7][CH:8]=1.[H-].[Na+].[Cl:12][C:13]1[CH:18]=[C:17]([N+]([O-])=O)[CH:16]=[CH:15][N:14]=1. No catalyst specified. The product is [Cl:12][C:13]1[CH:18]=[C:17]([S:9][C:5]2[CH:6]=[CH:7][CH:8]=[C:3]([O:2][CH3:1])[CH:4]=2)[CH:16]=[CH:15][N:14]=1. The yield is 0.950. (3) The reactants are Cl.[NH2:2][CH2:3][CH:4]1[CH2:9][CH2:8][CH:7]([NH:10][C:11](=[O:20])[O:12][CH2:13][C:14]2[CH:19]=[CH:18][CH:17]=[CH:16][CH:15]=2)[CH2:6][CH2:5]1.C(N(C(C)C)CC)(C)C.[C:30]([N:38]=[C:39]=[S:40])(=[O:37])[C:31]1[CH:36]=[CH:35][CH:34]=[CH:33][CH:32]=1.O. The catalyst is C1COCC1. The product is [CH2:13]([O:12][C:11](=[O:20])[NH:10][CH:7]1[CH2:8][CH2:9][CH:4]([CH2:3][NH:2][C:39]([NH:38][C:30](=[O:37])[C:31]2[CH:32]=[CH:33][CH:34]=[CH:35][CH:36]=2)=[S:40])[CH2:5][CH2:6]1)[C:14]1[CH:15]=[CH:16][CH:17]=[CH:18][CH:19]=1. The yield is 0.990. (4) The reactants are O=[C:2]1[CH2:7][C@@H:6]([C:8]2[CH:13]=[CH:12][CH:11]=[CH:10][CH:9]=2)[O:5][C@@H:4]([C:14]2[CH:23]=[CH:22][C:17]([C:18]([O:20][CH3:21])=[O:19])=[CH:16][CH:15]=2)[CH2:3]1.C([O-])(=O)C.[Na+].Cl.[CH3:30][O:31][NH2:32]. The catalyst is CO. The product is [CH3:30][O:31][N:32]=[C:2]1[CH2:7][C@@H:6]([C:8]2[CH:13]=[CH:12][CH:11]=[CH:10][CH:9]=2)[O:5][C@@H:4]([C:14]2[CH:23]=[CH:22][C:17]([C:18]([O:20][CH3:21])=[O:19])=[CH:16][CH:15]=2)[CH2:3]1. The yield is 0.960. (5) The reactants are [C:1]1([C:7]2[N:8]=[C:9]3[C:14](=[N:15][C:16]=2[C:17]2[CH:22]=[CH:21][CH:20]=[CH:19][CH:18]=2)[N:13]=[CH:12][N:11]=[C:10]3[NH2:23])[CH:6]=[CH:5][CH:4]=[CH:3][CH:2]=1.S(=O)(=O)(O)N.N[CH2:30][CH2:31][CH2:32][N:33]1[CH2:38][CH2:37][N:36]([CH3:39])[CH2:35][CH2:34]1. No catalyst specified. The product is [C:1]1([C:7]2[N:8]=[C:9]3[C:14](=[N:15][C:16]=2[C:17]2[CH:18]=[CH:19][CH:20]=[CH:21][CH:22]=2)[N:13]=[CH:12][N:11]=[C:10]3[NH:23][CH2:30][CH2:31][CH2:32][N:33]2[CH2:38][CH2:37][N:36]([CH3:39])[CH2:35][CH2:34]2)[CH:2]=[CH:3][CH:4]=[CH:5][CH:6]=1. The yield is 0.170. (6) The reactants are [Br:1][C:2]1[CH:7]=[C:6]([C:8]([CH3:11])([CH3:10])[CH3:9])[CH:5]=[CH:4][C:3]=1[OH:12].C(N(CC)CC)C.Cl[C:21]([O:23][CH3:24])=[O:22]. The catalyst is CN(C1C=CN=CC=1)C.ClCCl. The product is [C:21](=[O:22])([O:23][CH3:24])[O:12][C:3]1[CH:4]=[CH:5][C:6]([C:8]([CH3:9])([CH3:11])[CH3:10])=[CH:7][C:2]=1[Br:1]. The yield is 0.900.